Predict the product of the given reaction. From a dataset of Forward reaction prediction with 1.9M reactions from USPTO patents (1976-2016). Given the reactants [CH2:1]([N:3]([CH2:27]C)[CH2:4][CH2:5][CH2:6][O:7][C:8]1[CH:17]=[C:16]2[C:11]([C:12]([S:18][C:19]3[S:23][C:22]([NH2:24])=[CH:21][CH:20]=3)=[CH:13][CH:14]=[N:15]2)=[CH:10][C:9]=1[O:25][CH3:26])C.[F:29][C:30]1[CH:35]=[CH:34][C:33]([N:36]=[C:37]=[O:38])=[CH:32][CH:31]=1, predict the reaction product. The product is: [CH3:27][N:3]([CH3:1])[CH2:4][CH2:5][CH2:6][O:7][C:8]1[CH:17]=[C:16]2[C:11]([C:12]([S:18][C:19]3[S:23][C:22]([NH:24][C:37]([NH:36][C:33]4[CH:34]=[CH:35][C:30]([F:29])=[CH:31][CH:32]=4)=[O:38])=[CH:21][CH:20]=3)=[CH:13][CH:14]=[N:15]2)=[CH:10][C:9]=1[O:25][CH3:26].